From a dataset of Full USPTO retrosynthesis dataset with 1.9M reactions from patents (1976-2016). Predict the reactants needed to synthesize the given product. The reactants are: [CH:1]1([CH2:4][C:5](=[O:15])[CH2:6][C:7]2[CH:12]=[CH:11][N:10]=[C:9]([S:13][CH3:14])[N:8]=2)[CH2:3][CH2:2]1.[CH3:16][N:17]([CH:19](OC)OC)[CH3:18]. Given the product [CH:1]1([CH2:4][C:5](=[O:15])/[C:6](/[C:7]2[CH:12]=[CH:11][N:10]=[C:9]([S:13][CH3:14])[N:8]=2)=[CH:16]\[N:17]([CH3:19])[CH3:18])[CH2:3][CH2:2]1, predict the reactants needed to synthesize it.